From a dataset of Reaction yield outcomes from USPTO patents with 853,638 reactions. Predict the reaction yield, written as a fraction of the theoretical maximum amount of product (1.0 means a 100% yield; for example, 0.34 means a 34% yield). (1) The reactants are [CH2:1]([C:3]1[S:29][C:6]2[N:7]([CH2:13][C:14]3[CH:19]=[CH:18][C:17]([C:20]4[C:21]([C:26]#[N:27])=[CH:22][CH:23]=[CH:24][CH:25]=4)=[CH:16][C:15]=3[F:28])[C:8](=[O:12])[NH:9][C:10](=[O:11])[C:5]=2[CH:4]=1)[CH3:2].Br[CH2:31][C:32]([C:34]1[CH:39]=[CH:38][C:37]([O:40][CH3:41])=[C:36]([F:42])[CH:35]=1)=[O:33].CN(C)C=O.[H-].[Na+]. The catalyst is C(OCC)(=O)C. The product is [CH2:1]([C:3]1[S:29][C:6]2[N:7]([CH2:13][C:14]3[CH:19]=[CH:18][C:17]([C:20]4[C:21]([C:26]#[N:27])=[CH:22][CH:23]=[CH:24][CH:25]=4)=[CH:16][C:15]=3[F:28])[C:8](=[O:12])[N:9]([CH2:31][C:32]([C:34]3[CH:39]=[CH:38][C:37]([O:40][CH3:41])=[C:36]([F:42])[CH:35]=3)=[O:33])[C:10](=[O:11])[C:5]=2[CH:4]=1)[CH3:2]. The yield is 0.640. (2) The reactants are [C:1]1([CH:7]([C:21]2[CH:26]=[CH:25][CH:24]=[CH:23][CH:22]=2)[N:8]2[CH2:11][C:10]([CH2:13][C:14](OC(C)(C)C)=[O:15])([OH:12])[CH2:9]2)[CH:6]=[CH:5][CH:4]=[CH:3][CH:2]=1.[H-].[Al+3].[Li+].[H-].[H-].[H-].O.[OH-].[Na+]. The catalyst is C1COCC1. The product is [C:21]1([CH:7]([C:1]2[CH:6]=[CH:5][CH:4]=[CH:3][CH:2]=2)[N:8]2[CH2:11][C:10]([CH2:13][CH2:14][OH:15])([OH:12])[CH2:9]2)[CH:22]=[CH:23][CH:24]=[CH:25][CH:26]=1. The yield is 0.850. (3) The reactants are [NH2:1][C:2]1[N:7]=[CH:6][N:5]=[C:4]2[N:8]([CH:12]([C:14]3[O:15][C:16]4[C:21]([C:22](=[O:31])[C:23]=3[C:24]3[CH:29]=[CH:28][CH:27]=[C:26]([F:30])[CH:25]=3)=[CH:20][CH:19]=[CH:18][CH:17]=4)[CH3:13])[N:9]=[C:10](I)[C:3]=12.[OH:32][CH2:33][C:34]1[CH:39]=[CH:38][CH:37]=[CH:36][C:35]=1B(O)O.C(=O)([O-])[O-].[Na+].[Na+].ClCCl. The catalyst is CN(C=O)C.C(O)C.O. The product is [NH2:1][C:2]1[N:7]=[CH:6][N:5]=[C:4]2[N:8]([CH:12]([C:14]3[O:15][C:16]4[C:21]([C:22](=[O:31])[C:23]=3[C:24]3[CH:29]=[CH:28][CH:27]=[C:26]([F:30])[CH:25]=3)=[CH:20][CH:19]=[CH:18][CH:17]=4)[CH3:13])[N:9]=[C:10]([C:35]3[CH:36]=[CH:37][CH:38]=[CH:39][C:34]=3[CH2:33][OH:32])[C:3]=12. The yield is 0.310.